From a dataset of Reaction yield outcomes from USPTO patents with 853,638 reactions. Predict the reaction yield, written as a fraction of the theoretical maximum amount of product (1.0 means a 100% yield; for example, 0.34 means a 34% yield). (1) The reactants are Br[C:2]1[CH:3]=[C:4]([O:8][CH3:9])[CH:5]=[CH:6][CH:7]=1.[C:10]([OH:14])(=[O:13])[C:11]#[CH:12].[CH:15]1(P(C2CCCCC2)C2C=CC=CC=2C2C(C(C)C)=CC(S([O-])(=O)=O)=CC=2C(C)C)CCCCC1.[Na+].C([O-])([O-])=O.[Cs+].[Cs+]. The catalyst is C(#N)C.O. The product is [CH3:15][O:13][C:10](=[O:14])[C:11]#[C:12][C:2]1[CH:7]=[CH:6][CH:5]=[C:4]([O:8][CH3:9])[CH:3]=1. The yield is 0.690. (2) The reactants are [CH2:1]([N:8]([CH2:23][C:24]1[CH:29]=[CH:28][CH:27]=[CH:26][CH:25]=1)[C@@H:9]([CH2:12][C:13]1[CH:18]=[CH:17][C:16]([C:19]([F:22])([F:21])[F:20])=[CH:15][CH:14]=1)[CH:10]=[O:11])[C:2]1[CH:7]=[CH:6][CH:5]=[CH:4][CH:3]=1.[CH3:30][Mg]Br.[Cl-].[NH4+]. The catalyst is CCOCC. The product is [CH2:23]([N:8]([CH2:1][C:2]1[CH:7]=[CH:6][CH:5]=[CH:4][CH:3]=1)[C@@H:9]([CH2:12][C:13]1[CH:18]=[CH:17][C:16]([C:19]([F:22])([F:21])[F:20])=[CH:15][CH:14]=1)[C@H:10]([OH:11])[CH3:30])[C:24]1[CH:25]=[CH:26][CH:27]=[CH:28][CH:29]=1. The yield is 0.659. (3) The reactants are C(OC(=O)N[C:8]([CH3:29])(C)[CH2:9][C:10]1[C:18]2[C:13](=[C:14](OC3C(C#N)=CC=CN=3)[CH:15]=[CH:16][CH:17]=2)[NH:12]C=1)(C)(C)C.Cl.O1CCO[CH2:34][CH2:33]1. No catalyst specified. The product is [CH3:33][CH2:34][CH2:29][CH2:8][CH2:9][CH2:10][CH2:18][CH2:17][CH2:16][CH2:15][CH2:14][CH2:13][NH2:12]. The yield is 0.830. (4) The reactants are [F:1][C:2]1[CH:7]=[C:6]([CH3:8])[C:5]([C:9]2[C:10]([CH3:21])=[N:11][C:12]3[C:17]([CH:18]=2)=[CH:16][N:15]=[C:14]([NH:19][CH3:20])[CH:13]=3)=[CH:4][C:3]=1[NH:22][C:23](=O)[O:24]C(C)=C.C(O)(=O)C.C(O)(=O)C.[F:37][C:38]([CH3:43])([CH3:42])[CH2:39][CH2:40][NH2:41].CN1CCCC1. The catalyst is C1COCC1. The product is [F:37][C:38]([CH3:43])([CH3:42])[CH2:39][CH2:40][NH:41][C:23]([NH:22][C:3]1[CH:4]=[C:5]([C:9]2[C:10]([CH3:21])=[N:11][C:12]3[C:17]([CH:18]=2)=[CH:16][N:15]=[C:14]([NH:19][CH3:20])[CH:13]=3)[C:6]([CH3:8])=[CH:7][C:2]=1[F:1])=[O:24]. The yield is 0.710.